From a dataset of Peptide-MHC class II binding affinity with 134,281 pairs from IEDB. Regression. Given a peptide amino acid sequence and an MHC pseudo amino acid sequence, predict their binding affinity value. This is MHC class II binding data. (1) The peptide sequence is SCGLYKQPGVPVRWK. The MHC is DRB1_0901 with pseudo-sequence DRB1_0901. The binding affinity (normalized) is 0.189. (2) The peptide sequence is EQISVLRKAFDAFDR. The MHC is DRB1_0901 with pseudo-sequence DRB1_0901. The binding affinity (normalized) is 0.501.